Dataset: NCI-60 drug combinations with 297,098 pairs across 59 cell lines. Task: Regression. Given two drug SMILES strings and cell line genomic features, predict the synergy score measuring deviation from expected non-interaction effect. Drug 1: C1=C(C(=O)NC(=O)N1)F. Drug 2: CCC1(CC2CC(C3=C(CCN(C2)C1)C4=CC=CC=C4N3)(C5=C(C=C6C(=C5)C78CCN9C7C(C=CC9)(C(C(C8N6C)(C(=O)OC)O)OC(=O)C)CC)OC)C(=O)OC)O.OS(=O)(=O)O. Cell line: PC-3. Synergy scores: CSS=51.8, Synergy_ZIP=-1.47, Synergy_Bliss=-0.0676, Synergy_Loewe=2.57, Synergy_HSA=3.39.